Dataset: Full USPTO retrosynthesis dataset with 1.9M reactions from patents (1976-2016). Task: Predict the reactants needed to synthesize the given product. Given the product [F:1][C:2]1[CH:7]=[CH:6][C:5]([C@H:8]2[CH2:17][CH2:16][CH2:15][C@@H:14]3[N:9]2[C:10](=[O:18])[CH2:11][CH2:12][CH2:13]3)=[CH:4][CH:3]=1, predict the reactants needed to synthesize it. The reactants are: [F:1][C:2]1[CH:7]=[CH:6][C:5]([C@H:8]2[CH2:17][CH2:16][CH2:15][C@@H:14]3[N:9]2[C:10](=[O:18])[CH2:11][CH:12]=[CH:13]3)=[CH:4][CH:3]=1.[H][H].